From a dataset of Forward reaction prediction with 1.9M reactions from USPTO patents (1976-2016). Predict the product of the given reaction. (1) Given the reactants C([O-])([O-])=O.[K+].[K+].[OH:7][C:8]1[CH:9]=[C:10]([CH:14]=[CH:15][C:16]=1[CH3:17])[C:11]([OH:13])=[O:12].[CH2:18](Br)[C:19]1[CH:24]=[CH:23][CH:22]=[CH:21][CH:20]=1, predict the reaction product. The product is: [CH2:18]([O:12][C:11](=[O:13])[C:10]1[CH:14]=[CH:15][C:16]([CH3:17])=[C:8]([O:7][CH2:11][C:10]2[CH:14]=[CH:15][CH:16]=[CH:8][CH:9]=2)[CH:9]=1)[C:19]1[CH:24]=[CH:23][CH:22]=[CH:21][CH:20]=1. (2) Given the reactants O[Li].O.Cl.[NH2:5][C@H:6]1[C@@H:10]([CH3:11])[C@H:9]([CH3:12])[O:8][C:7]1=[O:13].N[C@H]1[C@@H](C)[C@H](C)[O:17]C1=O.C(O)(=O)C, predict the reaction product. The product is: [OH:8][C@@H:9]([CH3:12])[C@H:10]([CH3:11])[C@@H:6]([C:7]([OH:13])=[O:17])[NH2:5]. (3) The product is: [Cl:9][C:10]1[CH:30]=[CH:29][C:13]([O:14][CH2:15][C:16]2[CH:21]=[CH:20][CH:19]=[CH:18][C:17]=2[C:22](=[N:26][O:27][CH3:28])[C:3]([N:4]=[CH:6][NH:31][OH:32])=[O:7])=[CH:12][CH:11]=1. Given the reactants CO[CH:3]([O:7]C)[N:4]([CH3:6])C.[Cl:9][C:10]1[CH:30]=[CH:29][C:13]([O:14][CH2:15][C:16]2[CH:21]=[CH:20][CH:19]=[CH:18][C:17]=2[C:22](=[N:26][O:27][CH3:28])C(N)=O)=[CH:12][CH:11]=1.[NH2:31][OH:32].C(O)(=O)C, predict the reaction product. (4) Given the reactants [Cl:1][C:2]1[CH:7]=[CH:6][C:5]([C:8]2[CH:13]=[CH:12][CH:11]=[CH:10][C:9]=2[C@H:14]([NH:30][S@:31]([C:33]([CH3:36])([CH3:35])[CH3:34])=[O:32])[CH:15]2[CH2:20][CH2:19][N:18]([C:21]3[CH:29]=[CH:28][C:24]([C:25](O)=[O:26])=[CH:23][CH:22]=3)[CH2:17][CH2:16]2)=[CH:4][CH:3]=1.C(Cl)CCl.CCN(C(C)C)C(C)C.[Si:50]([O:67][CH2:68][CH2:69][N:70]1[CH2:75][CH2:74][N:73]([CH2:76][CH2:77][C@@H:78]([NH:87][C:88]2[CH:93]=[CH:92][C:91]([S:94]([NH2:97])(=[O:96])=[O:95])=[CH:90][C:89]=2[S:98]([C:101]([F:104])([F:103])[F:102])(=[O:100])=[O:99])[CH2:79][S:80][C:81]2[CH:86]=[CH:85][CH:84]=[CH:83][CH:82]=2)[CH2:72][CH2:71]1)([C:63]([CH3:66])([CH3:65])[CH3:64])([C:57]1[CH:62]=[CH:61][CH:60]=[CH:59][CH:58]=1)[C:51]1[CH:56]=[CH:55][CH:54]=[CH:53][CH:52]=1, predict the reaction product. The product is: [Si:50]([O:67][CH2:68][CH2:69][N:70]1[CH2:75][CH2:74][N:73]([CH2:76][CH2:77][C@@H:78]([NH:87][C:88]2[CH:93]=[CH:92][C:91]([S:94]([NH:97][C:25](=[O:26])[C:24]3[CH:28]=[CH:29][C:21]([N:18]4[CH2:19][CH2:20][CH:15]([C@H:14]([C:9]5[CH:10]=[CH:11][CH:12]=[CH:13][C:8]=5[C:5]5[CH:6]=[CH:7][C:2]([Cl:1])=[CH:3][CH:4]=5)[NH:30][S@:31]([C:33]([CH3:36])([CH3:35])[CH3:34])=[O:32])[CH2:16][CH2:17]4)=[CH:22][CH:23]=3)(=[O:95])=[O:96])=[CH:90][C:89]=2[S:98]([C:101]([F:102])([F:104])[F:103])(=[O:99])=[O:100])[CH2:79][S:80][C:81]2[CH:86]=[CH:85][CH:84]=[CH:83][CH:82]=2)[CH2:72][CH2:71]1)([C:63]([CH3:64])([CH3:65])[CH3:66])([C:57]1[CH:58]=[CH:59][CH:60]=[CH:61][CH:62]=1)[C:51]1[CH:56]=[CH:55][CH:54]=[CH:53][CH:52]=1. (5) The product is: [C:1]([O:4][CH2:5][CH2:6][CH2:7][CH2:8][CH2:9][CH2:10][O:11][CH2:12][CH2:13][CH2:14][CH2:15][C:16]1[CH:21]=[CH:20][CH:19]=[C:18]([NH2:22])[CH:17]=1)(=[O:3])[CH3:2]. Given the reactants [C:1]([O:4][CH2:5][CH2:6][CH2:7][CH2:8][CH2:9][CH2:10][O:11][CH2:12][CH2:13][C:14]#[C:15][C:16]1[CH:21]=[CH:20][CH:19]=[C:18]([N+:22]([O-])=O)[CH:17]=1)(=[O:3])[CH3:2], predict the reaction product. (6) Given the reactants [CH2:1]1[C:9]2[C:4](=[CH:5][C:6]([C:10]3[CH:11]=[C:12]4[C:16](=[C:17]([C:19]([NH2:21])=[O:20])[CH:18]=3)[NH:15][CH:14]=[C:13]4[CH:22]3[CH2:27][CH2:26][N:25]([S:28]([CH2:31][CH3:32])(=[O:30])=[O:29])[CH2:24][CH2:23]3)=[CH:7][CH:8]=2)[CH2:3][NH:2]1.[CH3:33][C:34](=O)[CH3:35].C([BH3-])#N.[Na+], predict the reaction product. The product is: [CH2:31]([S:28]([N:25]1[CH2:26][CH2:27][CH:22]([C:13]2[C:12]3[C:16](=[C:17]([C:19]([NH2:21])=[O:20])[CH:18]=[C:10]([C:6]4[CH:5]=[C:4]5[C:9](=[CH:8][CH:7]=4)[CH2:1][N:2]([CH:34]([CH3:35])[CH3:33])[CH2:3]5)[CH:11]=3)[NH:15][CH:14]=2)[CH2:23][CH2:24]1)(=[O:29])=[O:30])[CH3:32].